Dataset: Catalyst prediction with 721,799 reactions and 888 catalyst types from USPTO. Task: Predict which catalyst facilitates the given reaction. (1) Reactant: [CH3:1][N:2]1[C:6]([NH2:7])=[N:5][C:4]([C:8]2[CH:13]=[CH:12][CH:11]=[CH:10][CH:9]=2)=[N:3]1.[CH3:14][C:15]1[CH:20]=[CH:19][C:18]([S:21](Cl)(=[O:23])=[O:22])=[CH:17][CH:16]=1. Product: [CH3:14][C:15]1[CH:20]=[CH:19][C:18]([S:21]([NH:7][C:6]2[N:2]([CH3:1])[N:3]=[C:4]([C:8]3[CH:9]=[CH:10][CH:11]=[CH:12][CH:13]=3)[N:5]=2)(=[O:23])=[O:22])=[CH:17][CH:16]=1. The catalyst class is: 17. (2) Reactant: [CH2:1]([NH2:8])[C:2]1[CH:7]=[CH:6][CH:5]=[CH:4][CH:3]=1.[Br:9][C:10]1[S:11][CH:12]=[C:13]([C:15](O)=[O:16])[N:14]=1.O=C1N(P(Cl)(N2CCOC2=O)=O)CCO1.C(N(C(C)C)CC)(C)C. Product: [CH2:1]([NH:8][C:15]([C:13]1[N:14]=[C:10]([Br:9])[S:11][CH:12]=1)=[O:16])[C:2]1[CH:7]=[CH:6][CH:5]=[CH:4][CH:3]=1. The catalyst class is: 3. (3) Reactant: [H-].[Na+].[Cl:3][C:4]1[CH:5]=[C:6]([C:10](=[O:22])[CH2:11][CH2:12][N:13]([CH3:21])[C:14](=[O:20])[O:15][C:16]([CH3:19])([CH3:18])[CH3:17])[CH:7]=[CH:8][CH:9]=1.[CH3:23]I. Product: [Cl:3][C:4]1[CH:5]=[C:6]([C:10](=[O:22])[CH:11]([CH3:23])[CH2:12][N:13]([CH3:21])[C:14](=[O:20])[O:15][C:16]([CH3:17])([CH3:18])[CH3:19])[CH:7]=[CH:8][CH:9]=1. The catalyst class is: 1. (4) Reactant: C([N:8]1[CH:17]=[C:16]([NH2:18])[C:15]2[C:10](=[CH:11][CH:12]=[CH:13][CH:14]=2)[CH2:9]1)C1C=CC=CC=1.OS(O)(=O)=O. Product: [NH2:18][C:16]1[C:15]2[C:10](=[CH:11][CH:12]=[CH:13][CH:14]=2)[CH:9]=[N:8][CH:17]=1. The catalyst class is: 15. (5) Reactant: C([O:8][C:9]1[CH:18]=[C:17]2[C:12]([C:13]([NH:19][C:20]3[CH:21]=[CH:22][C:23]([NH:26][C:27](=[O:35])[C:28]4[CH:33]=[CH:32][CH:31]=[C:30]([Cl:34])[CH:29]=4)=[N:24][CH:25]=3)=[N:14][CH:15]=[N:16]2)=[CH:11][C:10]=1[O:36][CH3:37])C1C=CC=CC=1. Product: [Cl:34][C:30]1[CH:29]=[C:28]([CH:33]=[CH:32][CH:31]=1)[C:27]([NH:26][C:23]1[CH:22]=[CH:21][C:20]([NH:19][C:13]2[C:12]3[C:17](=[CH:18][C:9]([OH:8])=[C:10]([O:36][CH3:37])[CH:11]=3)[N:16]=[CH:15][N:14]=2)=[CH:25][N:24]=1)=[O:35]. The catalyst class is: 55. (6) Reactant: [NH2:1][C:2]1[CH:3]=[CH:4][C:5]([Cl:11])=[C:6]([CH:10]=1)[C:7]([OH:9])=[O:8].[F:12][C:13]1[C:20]([F:21])=[C:19]([C:22]([F:25])([F:24])[F:23])[C:18]([F:26])=[C:17]([F:27])[C:14]=1[CH2:15]Br. Product: [Cl:11][C:5]1[CH:4]=[CH:3][C:2]([NH:1][CH2:15][C:14]2[C:17]([F:27])=[C:18]([F:26])[C:19]([C:22]([F:23])([F:25])[F:24])=[C:20]([F:21])[C:13]=2[F:12])=[CH:10][C:6]=1[C:7]([OH:9])=[O:8]. The catalyst class is: 3. (7) Reactant: [OH:1][C:2]1[CH:3]=[C:4]([C:15]#[C:16][Si](C)(C)C)[CH:5]=[C:6]2[C:11]=1[C:10](=[O:12])[CH2:9][CH2:8][C:7]2([CH3:14])[CH3:13].C(=O)([O-])[O-].[K+].[K+]. Product: [C:15]([C:4]1[CH:5]=[C:6]2[C:11](=[C:2]([OH:1])[CH:3]=1)[C:10](=[O:12])[CH2:9][CH2:8][C:7]2([CH3:14])[CH3:13])#[CH:16]. The catalyst class is: 5.